Dataset: Reaction yield outcomes from USPTO patents with 853,638 reactions. Task: Predict the reaction yield, written as a fraction of the theoretical maximum amount of product (1.0 means a 100% yield; for example, 0.34 means a 34% yield). (1) The reactants are Cl.[F:2][C:3]1[CH:17]=[CH:16][C:6]2[C:7]([CH:10]3[CH2:15][CH2:14][NH:13][CH2:12][CH2:11]3)=[N:8][O:9][C:5]=2[CH:4]=1.Cl[CH2:19][CH2:20][C:21]1[C:26](=[O:27])[N:25]2[CH2:28][CH2:29][CH2:30][CH2:31][C:24]2=[N:23][C:22]=1[CH3:32].C(=O)([O-])[O-].[Na+].[Na+]. The catalyst is O. The product is [F:2][C:3]1[CH:17]=[CH:16][C:6]2[C:7]([CH:10]3[CH2:11][CH2:12][N:13]([CH2:19][CH2:20][C:21]4[C:26](=[O:27])[N:25]5[CH2:28][CH2:29][CH2:30][CH2:31][C:24]5=[N:23][C:22]=4[CH3:32])[CH2:14][CH2:15]3)=[N:8][O:9][C:5]=2[CH:4]=1. The yield is 0.929. (2) The yield is 0.170. The reactants are [NH2:1][C:2]1[NH:3][C:4](=[O:36])[C:5]2[N:6]=[CH:7][N:8]([C@H:11]3[C@H:15]([OH:16])[C@H:14]([O:17]CC4C=CC=CC=4)[C@:13]([CH2:27][O:28]CC4C=CC=CC=4)([CH:25]=[CH2:26])[O:12]3)[C:9]=2[N:10]=1.B(Cl)(Cl)Cl. The catalyst is ClCCl. The product is [NH2:1][C:2]1[NH:3][C:4](=[O:36])[C:5]2[N:6]=[CH:7][N:8]([C@H:11]3[C@H:15]([OH:16])[C@H:14]([OH:17])[C@:13]([CH2:27][OH:28])([CH:25]=[CH2:26])[O:12]3)[C:9]=2[N:10]=1. (3) The reactants are [NH2:1][C:2]1[CH:10]=[CH:9][CH:8]=[C:7]([Br:11])[C:3]=1[C:4](O)=[O:5].[H-].[H-].[H-].[H-].[Li+].[Al+3]. The catalyst is O1CCCC1. The product is [NH2:1][C:2]1[CH:10]=[CH:9][CH:8]=[C:7]([Br:11])[C:3]=1[CH2:4][OH:5]. The yield is 0.720.